Task: Predict the reactants needed to synthesize the given product.. Dataset: Full USPTO retrosynthesis dataset with 1.9M reactions from patents (1976-2016) (1) Given the product [NH2:22][C:2]1[N:3]([C:14]2[N:15]=[CH:16][N:17]=[C:18]([NH2:21])[C:19]=2[N:20]=1)[C@@H:4]1[O:12][C@H:9]([CH2:10][OH:11])[C@@H:7]([OH:8])[C@@:5]1([CH3:13])[OH:6], predict the reactants needed to synthesize it. The reactants are: Br[C:2]1[N:3]([C:14]2[N:15]=[CH:16][N:17]=[C:18]([NH2:21])[C:19]=2[N:20]=1)[C@@H:4]1[O:12][C@H:9]([CH2:10][OH:11])[C@@H:7]([OH:8])[C@@:5]1([CH3:13])[OH:6].[NH3:22]. (2) Given the product [CH3:25][CH:24]([CH3:26])[CH2:23][C@@H:19]([C:20](=[O:22])[NH:36][CH:12]([C:10]1[S:11][C:7]([C:1]2[CH:2]=[CH:3][CH:4]=[CH:5][CH:6]=2)=[CH:8][CH:9]=1)[C:35](=[O:38])[NH:34][CH2:27][C:28]1[CH:33]=[CH:32][CH:31]=[CH:30][CH:29]=1)[CH2:18][C:16]([O:15][CH3:14])=[O:17], predict the reactants needed to synthesize it. The reactants are: [C:1]1([C:7]2[S:11][C:10]([CH:12]=O)=[CH:9][CH:8]=2)[CH:6]=[CH:5][CH:4]=[CH:3][CH:2]=1.[CH3:14][O:15][C:16]([CH2:18][C@@H:19]([CH2:23][CH:24]([CH3:26])[CH3:25])[C:20]([OH:22])=O)=[O:17].[CH2:27]([N+:34]#[C-:35])[C:28]1[CH:33]=[CH:32][CH:31]=[CH:30][CH:29]=1.[NH3:36].C[OH:38]. (3) The reactants are: [C:1]([O:5][C:6]([N:8]([C:25]([O:27][C:28]([CH3:31])([CH3:30])[CH3:29])=[O:26])[C:9]1[S:10][C:11]([C:20]([O:22]CC)=O)=[C:12]([CH2:14][C:15]([O:17][CH2:18][CH3:19])=[O:16])[N:13]=1)=[O:7])([CH3:4])([CH3:3])[CH3:2].[F:32][C:33]1[CH:42]=[C:41]([I:43])[CH:40]=[CH:39][C:34]=1[N:35]=[C:36]=[N:37][CH3:38]. Given the product [C:28]([O:27][C:25]([N:8]([C:6]([O:5][C:1]([CH3:4])([CH3:2])[CH3:3])=[O:7])[C:9]1[S:10][C:11]2[C:20](=[O:22])[N:37]([CH3:38])[C:36]([NH:35][C:34]3[CH:39]=[CH:40][C:41]([I:43])=[CH:42][C:33]=3[F:32])=[C:14]([C:15]([O:17][CH2:18][CH3:19])=[O:16])[C:12]=2[N:13]=1)=[O:26])([CH3:30])([CH3:29])[CH3:31], predict the reactants needed to synthesize it.